Dataset: NCI-60 drug combinations with 297,098 pairs across 59 cell lines. Task: Regression. Given two drug SMILES strings and cell line genomic features, predict the synergy score measuring deviation from expected non-interaction effect. (1) Drug 1: CC1=C(N=C(N=C1N)C(CC(=O)N)NCC(C(=O)N)N)C(=O)NC(C(C2=CN=CN2)OC3C(C(C(C(O3)CO)O)O)OC4C(C(C(C(O4)CO)O)OC(=O)N)O)C(=O)NC(C)C(C(C)C(=O)NC(C(C)O)C(=O)NCCC5=NC(=CS5)C6=NC(=CS6)C(=O)NCCC[S+](C)C)O. Drug 2: C(CN)CNCCSP(=O)(O)O. Cell line: LOX IMVI. Synergy scores: CSS=44.9, Synergy_ZIP=2.12, Synergy_Bliss=0.964, Synergy_Loewe=-41.3, Synergy_HSA=-0.989. (2) Drug 1: CCCCCOC(=O)NC1=NC(=O)N(C=C1F)C2C(C(C(O2)C)O)O. Drug 2: CC1CCC2CC(C(=CC=CC=CC(CC(C(=O)C(C(C(=CC(C(=O)CC(OC(=O)C3CCCCN3C(=O)C(=O)C1(O2)O)C(C)CC4CCC(C(C4)OC)O)C)C)O)OC)C)C)C)OC. Cell line: NCIH23. Synergy scores: CSS=0.592, Synergy_ZIP=0.586, Synergy_Bliss=5.45, Synergy_Loewe=-11.2, Synergy_HSA=-4.47.